Dataset: Full USPTO retrosynthesis dataset with 1.9M reactions from patents (1976-2016). Task: Predict the reactants needed to synthesize the given product. (1) The reactants are: Cl[C:2]1[C:11]2[C:6](=[CH:7][C:8]([S:12]([N:15]([CH2:22][C:23]3[CH:28]=[CH:27][C:26]([O:29][CH3:30])=[CH:25][CH:24]=3)[C:16]3[CH:21]=[CH:20][N:19]=[CH:18][N:17]=3)(=[O:14])=[O:13])=[CH:9][CH:10]=2)[CH:5]=[CH:4][N:3]=1.[OH:31][C:32]1[CH:33]=[CH:34][C:35]([CH3:41])=[C:36](B(O)O)[CH:37]=1.C(=O)([O-])[O-].[K+].[K+]. Given the product [OH:31][C:32]1[CH:37]=[CH:36][C:35]([CH3:41])=[C:34]([C:2]2[C:11]3[C:6](=[CH:7][C:8]([S:12]([N:15]([CH2:22][C:23]4[CH:28]=[CH:27][C:26]([O:29][CH3:30])=[CH:25][CH:24]=4)[C:16]4[CH:21]=[CH:20][N:19]=[CH:18][N:17]=4)(=[O:14])=[O:13])=[CH:9][CH:10]=3)[CH:5]=[CH:4][N:3]=2)[CH:33]=1, predict the reactants needed to synthesize it. (2) Given the product [CH2:1]([N:5]([S:15]([C:18]1[CH:23]=[CH:22][C:21]([N+:24]([O-:26])=[O:25])=[CH:20][CH:19]=1)(=[O:17])=[O:16])[C@H:6]([C:12]([OH:14])=[O:13])[CH2:7][CH2:8][CH2:9][CH2:10][NH:11][C:34](=[O:35])[CH:33]=[CH:32][C:31]1[CH:30]=[C:29]([O:28][CH3:27])[CH:39]=[C:38]([O:40][CH3:41])[CH:37]=1)[CH:2]([CH3:4])[CH3:3], predict the reactants needed to synthesize it. The reactants are: [CH2:1]([N:5]([S:15]([C:18]1[CH:23]=[CH:22][C:21]([N+:24]([O-:26])=[O:25])=[CH:20][CH:19]=1)(=[O:17])=[O:16])[C@H:6]([C:12]([OH:14])=[O:13])[CH2:7][CH2:8][CH2:9][CH2:10][NH2:11])[CH:2]([CH3:4])[CH3:3].[CH3:27][O:28][C:29]1[CH:30]=[C:31]([CH:37]=[C:38]([O:40][CH3:41])[CH:39]=1)[CH:32]=[CH:33][C:34](O)=[O:35].